Task: Predict the reactants needed to synthesize the given product.. Dataset: Full USPTO retrosynthesis dataset with 1.9M reactions from patents (1976-2016) (1) Given the product [C:1]([C:5]1[CH:9]=[C:8]([NH:10][C:29]([NH:28][C:25]2[CH:26]=[CH:27][C:22]([Cl:21])=[CH:23][CH:24]=2)=[O:30])[N:7]([C:11]2[CH:16]=[CH:15][CH:14]=[C:13]([CH2:17][NH2:18])[CH:12]=2)[N:6]=1)([CH3:4])([CH3:3])[CH3:2], predict the reactants needed to synthesize it. The reactants are: [C:1]([C:5]1[CH:9]=[C:8]([NH2:10])[N:7]([C:11]2[CH:16]=[CH:15][CH:14]=[C:13]([CH2:17][N:18]=[N+]=[N-])[CH:12]=2)[N:6]=1)([CH3:4])([CH3:3])[CH3:2].[Cl:21][C:22]1[CH:27]=[CH:26][C:25]([N:28]=[C:29]=[O:30])=[CH:24][CH:23]=1.N1C=CC=CC=1.O. (2) Given the product [C:32]([O:36][C:37](=[O:45])[NH:38][CH:39]1[CH2:44][CH2:43][N:42]([C:20]2[S:21][C:17](=[CH:16][C:12]3[CH:11]=[C:10]4[C:15](=[CH:14][CH:13]=3)[N:7]([CH2:6][C:5]3[CH:26]=[CH:27][C:2]([Cl:1])=[CH:3][C:4]=3[C:28]([F:30])([F:31])[F:29])[N:8]=[CH:9]4)[C:18](=[O:25])[N:19]=2)[CH2:41][CH2:40]1)([CH3:35])([CH3:33])[CH3:34].[NH2:38][CH:39]1[CH2:44][CH2:43][N:42]([C:20]2[S:21][C:17](=[CH:16][C:12]3[CH:11]=[C:10]4[C:15](=[CH:14][CH:13]=3)[N:7]([CH2:6][C:5]3[CH:26]=[CH:27][C:2]([Cl:1])=[CH:3][C:4]=3[C:28]([F:29])([F:31])[F:30])[N:8]=[CH:9]4)[C:18](=[O:25])[N:19]=2)[CH2:41][CH2:40]1, predict the reactants needed to synthesize it. The reactants are: [Cl:1][C:2]1[CH:27]=[CH:26][C:5]([CH2:6][N:7]2[C:15]3[C:10](=[CH:11][C:12]([CH:16]=[C:17]4[S:21][C:20](SCC)=[N:19][C:18]4=[O:25])=[CH:13][CH:14]=3)[CH:9]=[N:8]2)=[C:4]([C:28]([F:31])([F:30])[F:29])[CH:3]=1.[C:32]([O:36][C:37](=[O:45])[NH:38][CH:39]1[CH2:44][CH2:43][NH:42][CH2:41][CH2:40]1)([CH3:35])([CH3:34])[CH3:33]. (3) Given the product [C:2]([O:4][C@H:5]1[C:14]2[C@:15]3([CH3:30])[C:16](/[C:17](=[CH:18]\[N:33]([CH3:32])[CH:34]4[CH2:35][CH2:36][N:37]([CH3:39])[CH2:38]4)/[C:23](=[O:24])[O:25][C@@H:26]3[CH2:27][O:28][CH3:29])=[C:20]([OH:19])[C:21](=[O:22])[C:13]=2[CH:8]2[C@@:7]([CH3:31])([C@@H:11]([OH:12])[CH2:10][CH2:9]2)[CH2:6]1)(=[O:3])[CH3:1], predict the reactants needed to synthesize it. The reactants are: [CH3:1][C:2]([O:4][C@H:5]1[C:14]2[C@@:15]3([CH3:30])[C@@H:26]([CH2:27][O:28][CH3:29])[O:25][C:23](=[O:24])[C:17]4=[CH:18][O:19][C:20]([C:21](=[O:22])[C:13]=2[C@@H:8]2[CH2:9][CH2:10][C@H:11]([OH:12])[C@@:7]2([CH3:31])[CH2:6]1)=[C:16]34)=[O:3].[CH3:32][NH:33][CH:34]1[CH2:38][N:37]([CH3:39])[CH2:36][CH2:35]1. (4) Given the product [CH2:1]([N:8]1[CH:12]=[C:11]([C:13]2[NH:21][C:20]3[C:19](=[O:22])[N:18]([CH2:23][CH2:24][CH3:25])[CH:17]=[N:16][C:15]=3[N:14]=2)[CH:10]=[N:9]1)[C:2]1[CH:7]=[CH:6][CH:5]=[CH:4][CH:3]=1, predict the reactants needed to synthesize it. The reactants are: [CH2:1]([N:8]1[CH:12]=[C:11]([C:13]2[NH:21][C:20]3[C:19](=[O:22])[N:18]([CH2:23][CH2:24][CH3:25])[C:17](Cl)=[N:16][C:15]=3[N:14]=2)[CH:10]=[N:9]1)[C:2]1[CH:7]=[CH:6][CH:5]=[CH:4][CH:3]=1. (5) Given the product [C:15]([O:19][C:20]([N:22]1[CH2:27][CH2:26][CH:25]([O:28][C:29]2[C:30]([N:11]=[N+:12]=[N-:13])=[C:31]3[C:36](=[CH:37][CH:38]=2)[CH:35]=[N:34][CH:33]=[CH:32]3)[CH2:24][CH2:23]1)=[O:21])([CH3:18])([CH3:16])[CH3:17], predict the reactants needed to synthesize it. The reactants are: [OH-].[Na+].N1CCC[C@H]1C(O)=O.[N-:11]=[N+:12]=[N-:13].[Na+].[C:15]([O:19][C:20]([N:22]1[CH2:27][CH2:26][CH:25]([O:28][C:29]2[C:30](I)=[C:31]3[C:36](=[CH:37][CH:38]=2)[CH:35]=[N:34][CH:33]=[CH:32]3)[CH2:24][CH2:23]1)=[O:21])([CH3:18])([CH3:17])[CH3:16]. (6) Given the product [CH:1]1([CH2:4][O:5][C:6]2[N:11]=[C:10]([C:12]([N:26]3[CH2:27][C:23]([F:30])([F:22])[CH2:24][C@H:25]3[CH2:28][OH:29])=[O:14])[CH:9]=[CH:8][C:7]=2[N:15]2[CH2:18][C:17]([F:20])([F:19])[CH2:16]2)[CH2:2][CH2:3]1, predict the reactants needed to synthesize it. The reactants are: [CH:1]1([CH2:4][O:5][C:6]2[N:11]=[C:10]([C:12]([OH:14])=O)[CH:9]=[CH:8][C:7]=2[N:15]2[CH2:18][C:17]([F:20])([F:19])[CH2:16]2)[CH2:3][CH2:2]1.Cl.[F:22][C:23]1([F:30])[CH2:27][NH:26][C@H:25]([CH2:28][OH:29])[CH2:24]1. (7) Given the product [CH3:1][C:2]1[CH:7]=[CH:6][C:5]([C@@H:8]([NH:10][C:15]2[C:14]3[N:18]=[CH:19][N:20]([C:13]=3[N:12]=[CH:11][N:16]=2)[C@@H:21]2[O:25][C@H:24]([CH2:26][OH:27])[C@@H:23]([OH:28])[C@H:22]2[OH:29])[CH3:9])=[CH:4][CH:3]=1, predict the reactants needed to synthesize it. The reactants are: [CH3:1][C:2]1[CH:7]=[CH:6][C:5]([C@@H:8]([NH2:10])[CH3:9])=[CH:4][CH:3]=1.[CH:11]1[N:16]=[C:15](Cl)[C:14]2[N:18]=[CH:19][N:20]([C@@H:21]3[O:25][C@H:24]([CH2:26][OH:27])[C@@H:23]([OH:28])[C@H:22]3[OH:29])[C:13]=2[N:12]=1. (8) The reactants are: P(Cl)(Cl)(Cl)=O.[CH3:6][O:7][C:8]1[CH:9]=[C:10]([CH:28]=[CH:29][C:30]=1[O:31][CH3:32])[CH2:11][CH2:12][NH:13][C:14](=O)[CH2:15][CH2:16][C:17]1[CH:22]=[CH:21][C:20]([C:23]([F:26])([F:25])[F:24])=[CH:19][CH:18]=1.C(=O)(O)[O-].[Na+].O. Given the product [CH3:6][O:7][C:8]1[CH:9]=[C:10]2[C:28](=[CH:29][C:30]=1[O:31][CH3:32])[C:14]([CH2:15][CH2:16][C:17]1[CH:22]=[CH:21][C:20]([C:23]([F:26])([F:25])[F:24])=[CH:19][CH:18]=1)=[N:13][CH2:12][CH2:11]2, predict the reactants needed to synthesize it.